Dataset: hERG potassium channel inhibition data for cardiac toxicity prediction from Karim et al.. Task: Regression/Classification. Given a drug SMILES string, predict its toxicity properties. Task type varies by dataset: regression for continuous values (e.g., LD50, hERG inhibition percentage) or binary classification for toxic/non-toxic outcomes (e.g., AMES mutagenicity, cardiotoxicity, hepatotoxicity). Dataset: herg_karim. (1) The drug is CC(C)S(=O)(=O)N1CCC2(CCN(C(=O)N3CCCN(C4CCC4)CC3)C2)CC1. The result is 0 (non-blocker). (2) The molecule is Nc1ccccc1NC(=O)c1ccc(CNC(=O)OCc2ccccc2)cc1. The result is 0 (non-blocker). (3) The drug is Cn1c(=O)c2c(c(C#N)c(N3CCCC(N)C3)n2Cc2ccccc2)n(C)c1=O. The result is 1 (blocker). (4) The molecule is CN1C[C@@H](c2ccc(-c3ccc4c(c3)OC[C@H]3[C@H](CO)OC(=O)N43)cn2)OC1=O. The result is 0 (non-blocker). (5) The molecule is CN(C(=O)CC[C@@H](C1CCCCC1)N1Cc2cc(Oc3ccccc3)ccc2N=C1N)C1CCCCC1. The result is 1 (blocker).